The task is: Predict the product of the given reaction.. This data is from Forward reaction prediction with 1.9M reactions from USPTO patents (1976-2016). Given the reactants [C:1]([O:5][C:6]([N:8]1[CH2:12][CH2:11][CH:10]([C:13]2[CH:18]=[CH:17][C:16]([S:19]([C:22]3[CH:27]=[CH:26][CH:25]=[C:24]([F:28])[CH:23]=3)(=[O:21])=[O:20])=[CH:15][C:14]=2[CH2:29][OH:30])[CH2:9]1)=[O:7])([CH3:4])([CH3:3])[CH3:2].[Li+].CC([N-]C(C)C)C.[CH3:39][N:40]([CH3:44])[C:41](Cl)=[O:42], predict the reaction product. The product is: [C:1]([O:5][C:6]([N:8]1[CH2:12][CH2:11][CH:10]([C:13]2[CH:18]=[CH:17][C:16]([S:19]([C:22]3[CH:27]=[CH:26][CH:25]=[C:24]([F:28])[CH:23]=3)(=[O:21])=[O:20])=[CH:15][C:14]=2[CH2:29][O:30][C:41](=[O:42])[N:40]([CH3:44])[CH3:39])[CH2:9]1)=[O:7])([CH3:4])([CH3:2])[CH3:3].